This data is from Catalyst prediction with 721,799 reactions and 888 catalyst types from USPTO. The task is: Predict which catalyst facilitates the given reaction. (1) Reactant: C[Si](C)(C)CCOC[N:7](COCC[Si](C)(C)C)[C:8]1[N:13]2[N:14]=[CH:15][C:16]([C:17]3[CH:18]=[N:19][C:20]4[C:25]([CH:26]=3)=[CH:24][CH:23]=[CH:22][CH:21]=4)=[C:12]2[N:11]=[C:10]([CH:27]2[CH2:32][CH2:31][CH:30]([CH2:33][C:34](O)=[O:35])[CH2:29][CH2:28]2)[C:9]=1[Br:37].[CH3:48][S:49]([NH2:52])(=[O:51])=[O:50].Cl.C(N=C=NCCCN(C)C)C. Product: [NH2:7][C:8]1[N:13]2[N:14]=[CH:15][C:16]([C:17]3[CH:18]=[N:19][C:20]4[C:25]([CH:26]=3)=[CH:24][CH:23]=[CH:22][CH:21]=4)=[C:12]2[N:11]=[C:10]([CH:27]2[CH2:32][CH2:31][CH:30]([CH2:33][C:34]([NH:52][S:49]([CH3:48])(=[O:51])=[O:50])=[O:35])[CH2:29][CH2:28]2)[C:9]=1[Br:37]. The catalyst class is: 119. (2) Reactant: [CH2:1]([OH:5])[CH2:2][CH2:3]C.[OH-].[Na+].[CH2:8]([P:10](CCC#N)(=[O:12])[OH:11])[CH3:9].S(=O)(=O)(O)[OH:18]. Product: [CH2:8]([P:10]([OH:11])([CH2:3][CH2:2][C:1]([OH:5])=[O:18])=[O:12])[CH3:9]. The catalyst class is: 6.